From a dataset of Full USPTO retrosynthesis dataset with 1.9M reactions from patents (1976-2016). Predict the reactants needed to synthesize the given product. (1) Given the product [CH2:20]([O:21][C:22]([NH:6][C@@H:7]([C@H:8]([OH:9])[CH3:10])[C:11]([OH:13])=[O:12])=[O:23])[C:17]1[CH:18]=[CH:19][CH:14]=[CH:15][CH:16]=1, predict the reactants needed to synthesize it. The reactants are: C([O-])(O)=O.[Na+].[NH2:6][C@H:7]([C:11]([OH:13])=[O:12])[C@@H:8]([CH3:10])[OH:9].[CH:14]1[CH:19]=[CH:18][C:17]([CH2:20][O:21][C:22](Cl)=[O:23])=[CH:16][CH:15]=1.Cl.C1(NC2CCCCC2)CCCCC1. (2) Given the product [CH3:3][O:4][C:5]([C:7]1[CH:11]=[C:10]([C:12]2[CH:13]=[N:14][C:15]([NH:18][C:36]([C:32]3[CH:31]=[C:30]([C:23]4[CH:24]=[CH:25][C:26]([O:28][CH3:29])=[CH:27][C:22]=4[O:21][CH3:20])[CH:35]=[CH:34][CH:33]=3)=[O:37])=[CH:16][CH:17]=2)[O:9][C:8]=1[CH3:19])=[O:6], predict the reactants needed to synthesize it. The reactants are: N#N.[CH3:3][O:4][C:5]([C:7]1[CH:11]=[C:10]([C:12]2[CH:13]=[N:14][C:15]([NH2:18])=[CH:16][CH:17]=2)[O:9][C:8]=1[CH3:19])=[O:6].[CH3:20][O:21][C:22]1[CH:27]=[C:26]([O:28][CH3:29])[CH:25]=[CH:24][C:23]=1[C:30]1[CH:35]=[CH:34][CH:33]=[C:32]([C:36](Cl)=[O:37])[CH:31]=1. (3) Given the product [Cl:20][C:19]1[CH:18]=[CH:17][C:16]2[N:15]=[C:14]([N:21]3[CH2:25][CH2:24][C@@H:23]([O:26][Si:2]([C:5]([CH3:8])([CH3:7])[CH3:6])([CH3:4])[CH3:3])[CH2:22]3)[CH:13]=[CH:12][C:11]=2[C:10]=1[NH2:9], predict the reactants needed to synthesize it. The reactants are: Cl[Si:2]([C:5]([CH3:8])([CH3:7])[CH3:6])([CH3:4])[CH3:3].[NH2:9][C:10]1[C:19]([Cl:20])=[CH:18][CH:17]=[C:16]2[C:11]=1[CH:12]=[CH:13][C:14]([N:21]1[CH2:25][CH2:24][C@@H:23]([OH:26])[CH2:22]1)=[N:15]2.N1C=CN=C1.O. (4) Given the product [C:19]([C:16]1[CH:17]=[CH:18][C:13]([C:12]2[C:11]([C:23]#[N:24])=[C:10]([CH2:25][CH3:26])[S:9][C:8]=2[C:6]2[NH:28][N:2]=[CH:4][N:5]=2)=[CH:14][CH:15]=1)([CH3:20])([CH3:22])[CH3:21], predict the reactants needed to synthesize it. The reactants are: C[N:2]([CH:4]=[N:5][C:6]([C:8]1[S:9][C:10]([CH2:25][CH3:26])=[C:11]([C:23]#[N:24])[C:12]=1[C:13]1[CH:18]=[CH:17][C:16]([C:19]([CH3:22])([CH3:21])[CH3:20])=[CH:15][CH:14]=1)=O)C.O.[NH2:28]N. (5) The reactants are: I[C:2]1[C:10]2[C:5](=[CH:6][CH:7]=[C:8]([N:11]([S:19]([C:22]3[CH:27]=[CH:26][CH:25]=[CH:24][C:23]=3[S:28]([CH3:31])(=[O:30])=[O:29])(=[O:21])=[O:20])C(OC(C)(C)C)=O)[CH:9]=2)[N:4](C(OC(C)(C)C)=O)[N:3]=1.[N+:39]([C:42]1[CH:47]=[CH:46][CH:45]=[CH:44][C:43]=1B(O)O)([O-:41])=[O:40].C(=O)([O-])O.[Na+].CN(C)C=O. Given the product [N+:39]([C:42]1[CH:47]=[CH:46][CH:45]=[CH:44][C:43]=1[C:2]1[C:10]2[C:5](=[CH:6][CH:7]=[C:8]([NH:11][S:19]([C:22]3[CH:27]=[CH:26][CH:25]=[CH:24][C:23]=3[S:28]([CH3:31])(=[O:30])=[O:29])(=[O:20])=[O:21])[CH:9]=2)[NH:4][N:3]=1)([O-:41])=[O:40], predict the reactants needed to synthesize it. (6) Given the product [CH3:4][O:3][C:2]1[CH:5]=[C:6]([CH:7]=[CH:8][C:1]=1[O:9][CH3:10])[C:21]([C:20]1[CH:24]=[CH:25][CH:26]=[C:18]([N+:15]([O-:17])=[O:16])[CH:19]=1)=[O:22], predict the reactants needed to synthesize it. The reactants are: [C:1]1([O:9][CH3:10])[C:2](=[CH:5][CH:6]=[CH:7][CH:8]=1)[O:3][CH3:4].[Cl-].[Al+3].[Cl-].[Cl-].[N+:15]([C:18]1[CH:19]=[C:20]([CH:24]=[CH:25][CH:26]=1)[C:21](Cl)=[O:22])([O-:17])=[O:16].O. (7) Given the product [CH3:1][C:2]1[CH:3]=[CH:4][C:5]([O:13][CH2:14][C:15]2[CH:20]=[CH:19][C:18]([O:21][CH2:22][C:23]3[N:24]=[C:25]([C:29]4[CH:30]=[CH:31][CH:32]=[CH:33][CH:34]=4)[O:26][C:27]=3[CH3:28])=[CH:17][CH:16]=2)=[C:6]([CH2:8][C:9]([OH:11])=[O:10])[CH:7]=1, predict the reactants needed to synthesize it. The reactants are: [CH3:1][C:2]1[CH:3]=[CH:4][C:5]([O:13][CH2:14][C:15]2[CH:20]=[CH:19][C:18]([O:21][CH2:22][C:23]3[N:24]=[C:25]([C:29]4[CH:34]=[CH:33][CH:32]=[CH:31][CH:30]=4)[O:26][C:27]=3[CH3:28])=[CH:17][CH:16]=2)=[C:6]([CH2:8][C:9]([O:11]C)=[O:10])[CH:7]=1.O1CCCC1.[OH-].[Na+].Cl.